From a dataset of Full USPTO retrosynthesis dataset with 1.9M reactions from patents (1976-2016). Predict the reactants needed to synthesize the given product. (1) The reactants are: [NH2:1][C@@H:2]1[CH2:6][CH2:5][N:4]([C:7]([O:9][C:10]([CH3:13])([CH3:12])[CH3:11])=[O:8])[CH2:3]1.C(N(CC)CC)C.Cl[S:22]([C:25]1[CH:26]=[C:27]([CH:32]=[CH:33][C:34]=1[O:35][CH3:36])[C:28]([O:30][CH3:31])=[O:29])(=[O:24])=[O:23]. Given the product [CH3:36][O:35][C:34]1[CH:33]=[CH:32][C:27]([C:28]([O:30][CH3:31])=[O:29])=[CH:26][C:25]=1[S:22]([NH:1][C@@H:2]1[CH2:6][CH2:5][N:4]([C:7]([O:9][C:10]([CH3:13])([CH3:12])[CH3:11])=[O:8])[CH2:3]1)(=[O:23])=[O:24], predict the reactants needed to synthesize it. (2) Given the product [ClH:1].[Cl:1][C:2]1[CH:7]=[CH:6][CH:5]=[CH:4][C:3]=1[C@H:8]([N:12]1[CH2:17][CH2:16][C:15]2[S:18][CH:19]=[CH:20][C:14]=2[CH2:13]1)[C:9]([OH:11])=[O:10], predict the reactants needed to synthesize it. The reactants are: [Cl:1][C:2]1[CH:7]=[CH:6][CH:5]=[CH:4][C:3]=1[C@H:8]([N:12]1[CH2:17][CH2:16][C:15]2[S:18][CH:19]=[CH:20][C:14]=2[CH2:13]1)[C:9]([OH:11])=[O:10].CC(C)=O.Cl. (3) Given the product [CH3:19][N:18]([CH2:17][C:16]([O:15][C:11]([CH3:14])([CH3:13])[CH3:12])=[O:20])[C:2]1[CH:7]=[N:6][CH:5]=[C:4]([C:8]#[N:9])[N:3]=1, predict the reactants needed to synthesize it. The reactants are: Cl[C:2]1[CH:7]=[N:6][CH:5]=[C:4]([C:8]#[N:9])[N:3]=1.Cl.[C:11]([O:15][C:16](=[O:20])[CH2:17][NH:18][CH3:19])([CH3:14])([CH3:13])[CH3:12].C(N(CC)CC)C.CN(C=O)C. (4) Given the product [CH:1]1([N:7]2[C:12]([OH:13])=[C:11]([C:14]([NH:16][CH2:17][C:18]([OH:20])=[O:19])=[O:15])[C:10](=[O:23])[N:9]([CH2:35][C:34]3[CH:37]=[CH:38][C:39]([Cl:40])=[C:32]([Cl:31])[CH:33]=3)[C:8]2=[O:24])[CH2:2][CH2:3][CH2:4][CH2:5][CH2:6]1, predict the reactants needed to synthesize it. The reactants are: [CH:1]1([N:7]2[C:12]([OH:13])=[C:11]([C:14]([NH:16][CH2:17][C:18]([O:20]CC)=[O:19])=[O:15])[C:10](=[O:23])[NH:9][C:8]2=[O:24])[CH2:6][CH2:5][CH2:4][CH2:3][CH2:2]1.C(=O)([O-])[O-].[K+].[K+].[Cl:31][C:32]1[CH:33]=[C:34]([CH:37]=[CH:38][C:39]=1[Cl:40])[CH2:35]Br.Cl. (5) The reactants are: [Cl:1][C:2]1[CH:3]=[C:4]2[C:9](=[C:10]([N:12]3[CH2:17][CH2:16][NH:15][CH2:14][CH2:13]3)[CH:11]=1)[N:8]=[CH:7][CH:6]=[CH:5]2.[N:18]1[C:27]2[C:22](=[CH:23][CH:24]=[CH:25][C:26]=2[N:28]2[CH2:33][CH2:32][C:31](=O)[CH2:30][CH2:29]2)[CH:21]=[CH:20][CH:19]=1.C(O[BH-](OC(=O)C)OC(=O)C)(=O)C.[Na+]. Given the product [Cl:1][C:2]1[CH:3]=[C:4]2[C:9](=[C:10]([N:12]3[CH2:17][CH2:16][N:15]([CH:31]4[CH2:30][CH2:29][N:28]([C:26]5[CH:25]=[CH:24][CH:23]=[C:22]6[C:27]=5[N:18]=[CH:19][CH:20]=[CH:21]6)[CH2:33][CH2:32]4)[CH2:14][CH2:13]3)[CH:11]=1)[N:8]=[CH:7][CH:6]=[CH:5]2, predict the reactants needed to synthesize it. (6) The reactants are: [C:1]([O:4][C:5]1[CH:14]=[CH:13][C:8]2[N:9]=[C:10]([CH3:12])[O:11][C:7]=2[CH:6]=1)(=[O:3])[CH3:2].FC(F)(F)C(O)=[O:18].O.C([O-])(O)=O.[Na+]. Given the product [C:1]([O:4][C:5]1[CH:14]=[CH:13][C:8]([NH:9][C:10](=[O:18])[CH3:12])=[C:7]([OH:11])[CH:6]=1)(=[O:3])[CH3:2], predict the reactants needed to synthesize it. (7) Given the product [CH3:1][C:2]1([C:5]2[O:7][C:24]3[C:16](=[C:17]([C:18]([OH:20])=[O:19])[CH:21]=[CH:22][CH:23]=3)[N:15]=2)[CH2:4][CH2:3]1, predict the reactants needed to synthesize it. The reactants are: [CH3:1][C:2]1([C:5]([OH:7])=O)[CH2:4][CH2:3]1.C(Cl)(=O)C(Cl)=O.Br.[NH2:15][C:16]1[C:24](O)=[CH:23][CH:22]=[CH:21][C:17]=1[C:18]([OH:20])=[O:19].C(N(CC)CC)C.O.C1(C)C=CC(S(O)(=O)=O)=CC=1.